This data is from Forward reaction prediction with 1.9M reactions from USPTO patents (1976-2016). The task is: Predict the product of the given reaction. (1) Given the reactants [OH:1][N:2]=[C:3]([C:5]1[NH:6][CH:7]=[C:8]([CH3:10])[CH:9]=1)[NH2:4].[O:11]=[C:12]1[C:18]2[CH:19]=[CH:20][CH:21]=[CH:22][C:17]=2[CH:16]=[CH:15][C@@H:14]2[CH2:23][CH2:24][C@@H:25]([C:27](O)=[O:28])[CH2:26][N:13]12, predict the reaction product. The product is: [CH3:10][C:8]1[CH:9]=[C:5](/[C:3](=[N:2]/[O:1][C:27]([C@@H:25]2[CH2:26][N:13]3[C:12](=[O:11])[C:18]4[CH:19]=[CH:20][CH:21]=[CH:22][C:17]=4[CH:16]=[CH:15][C@@H:14]3[CH2:23][CH2:24]2)=[O:28])/[NH2:4])[NH:6][CH:7]=1. (2) Given the reactants [CH3:1][C:2]([CH3:5])([O-])[CH3:3].[K+].[NH:7]1[CH:11]=[C:10]([C:12]23CCC(=O)[CH:13]2[C:14]2[CH:15]=[CH:16][CH:17]=[CH:18][C:19]=2[CH2:20]3)[N:9]=[CH:8]1, predict the reaction product. The product is: [CH2:1]=[C:2]1[CH:5]2[C:15]3[CH:16]=[CH:17][CH:18]=[CH:19][C:14]=3[CH2:13][C:12]2([C:10]2[N:9]=[CH:8][NH:7][CH:11]=2)[CH2:20][CH2:3]1. (3) Given the reactants Br[C:2]1[CH:10]=[CH:9][C:5]([C:6]([OH:8])=[O:7])=[CH:4][CH:3]=1.B(O)(O)[C:12]1[CH:17]=[CH:16][CH:15]=[C:14]([C:18]([F:21])([F:20])[F:19])[CH:13]=1.C([O-])([O-])=O.[Cs+].[Cs+], predict the reaction product. The product is: [F:19][C:18]([F:21])([F:20])[C:14]1[CH:13]=[C:12]([C:2]2[CH:10]=[CH:9][C:5]([C:6]([OH:8])=[O:7])=[CH:4][CH:3]=2)[CH:17]=[CH:16][CH:15]=1.